This data is from Full USPTO retrosynthesis dataset with 1.9M reactions from patents (1976-2016). The task is: Predict the reactants needed to synthesize the given product. Given the product [CH:9]([CH:12]1[CH2:17][CH:16]([CH:1]=[O:2])[C:15](=[O:18])[CH2:14][CH2:13]1)([CH3:11])[CH3:10], predict the reactants needed to synthesize it. The reactants are: [CH:1](OCC)=[O:2].C[O-].[Na+].[CH:9]([CH:12]1[CH2:17][CH2:16][C:15](=[O:18])[CH2:14][CH2:13]1)([CH3:11])[CH3:10].